Dataset: Forward reaction prediction with 1.9M reactions from USPTO patents (1976-2016). Task: Predict the product of the given reaction. (1) Given the reactants [Cl:1][C:2]1[C:7]([C:8]#[N:9])=[C:6]([C:10]2[CH:15]=[CH:14][C:13]([O:16][C:17]3[CH:22]=[CH:21][CH:20]=[CH:19][CH:18]=3)=[CH:12][CH:11]=2)[N:5]=[C:4](Cl)[CH:3]=1.[CH3:24][O:25][C:26]1[CH:31]=[CH:30][C:29](B(O)O)=[CH:28][CH:27]=1.P([O-])([O-])([O-])=O.[K+].[K+].[K+], predict the reaction product. The product is: [Cl:1][C:2]1[C:7]([C:8]#[N:9])=[C:6]([C:10]2[CH:15]=[CH:14][C:13]([O:16][C:17]3[CH:22]=[CH:21][CH:20]=[CH:19][CH:18]=3)=[CH:12][CH:11]=2)[N:5]=[C:4]([C:29]2[CH:30]=[CH:31][C:26]([O:25][CH3:24])=[CH:27][CH:28]=2)[CH:3]=1. (2) The product is: [F:1][C:2]1[CH:30]=[CH:29][CH:28]=[CH:27][C:3]=1[CH2:4][N:5]1[C:9]2=[N:10][CH:11]=[CH:12][CH:13]=[C:8]2[C:7]([C:14]2[N:15]=[C:16]([C:32]#[N:33])[C:17]3[C:22]([CH3:24])([CH3:23])[C:21](=[O:25])[NH:20][C:18]=3[N:19]=2)=[N:6]1. Given the reactants [F:1][C:2]1[CH:30]=[CH:29][CH:28]=[CH:27][C:3]=1[CH2:4][N:5]1[C:9]2=[N:10][CH:11]=[CH:12][CH:13]=[C:8]2[C:7]([C:14]2[N:15]=[C:16](I)[C:17]3[C:22]([CH3:24])([CH3:23])[C:21](=[O:25])[NH:20][C:18]=3[N:19]=2)=[N:6]1.[Cu][C:32]#[N:33].[Cl-].[NH4+].N, predict the reaction product. (3) The product is: [C:1]([O:5][C:6]([N:8]1[CH:16]2[CH:11]([CH2:12][NH:13][CH2:14][CH2:15]2)[CH2:10][CH2:9]1)=[O:7])([CH3:4])([CH3:2])[CH3:3]. Given the reactants [C:1]([O:5][C:6]([N:8]1[CH:16]2[CH:11]([CH2:12][N:13](CC3C=CC=CC=3)[CH2:14][CH2:15]2)[CH2:10][CH2:9]1)=[O:7])([CH3:4])([CH3:3])[CH3:2], predict the reaction product. (4) Given the reactants [Cl:1][C:2]1[CH:7]=[CH:6][CH:5]=[CH:4][C:3]=1[C:8](=O)[CH2:9][C:10]#[N:11].O.[NH2:14][NH2:15], predict the reaction product. The product is: [NH2:11][C:10]1[NH:15][N:14]=[C:8]([C:3]2[CH:4]=[CH:5][CH:6]=[CH:7][C:2]=2[Cl:1])[CH:9]=1.